Dataset: Buchwald-Hartwig C-N cross coupling reaction yields with 55,370 reactions. Task: Predict the reaction yield, written as a fraction of the theoretical maximum amount of product (1.0 means a 100% yield; for example, 0.34 means a 34% yield). (1) The reactants are Clc1cccnc1.Cc1ccc(N)cc1.O=S(=O)(O[Pd]1c2ccccc2-c2ccccc2N~1)C(F)(F)F.COc1ccc(OC)c(P([C@]23C[C@H]4C[C@H](C[C@H](C4)C2)C3)[C@]23C[C@H]4C[C@H](C[C@H](C4)C2)C3)c1-c1c(C(C)C)cc(C(C)C)cc1C(C)C.CN1CCCN2CCCN=C12.Fc1cccc(F)c1-c1ccno1. No catalyst specified. The product is Cc1ccc(Nc2cccnc2)cc1. The yield is 0. (2) The reactants are Brc1cccnc1.Cc1ccc(N)cc1.O=S(=O)(O[Pd]1c2ccccc2-c2ccccc2N~1)C(F)(F)F.COc1ccc(OC)c(P(C(C)(C)C)C(C)(C)C)c1-c1c(C(C)C)cc(C(C)C)cc1C(C)C.CN(C)C(=NC(C)(C)C)N(C)C.COC(=O)c1ccno1. No catalyst specified. The product is Cc1ccc(Nc2cccnc2)cc1. The yield is 0.262. (3) The reactants are Ic1cccnc1.Cc1ccc(N)cc1.O=S(=O)(O[Pd]1c2ccccc2-c2ccccc2N~1)C(F)(F)F.CC(C)c1cc(C(C)C)c(-c2ccccc2P(C(C)(C)C)C(C)(C)C)c(C(C)C)c1.CCN=P(N=P(N(C)C)(N(C)C)N(C)C)(N(C)C)N(C)C.Cc1cc(C)on1. No catalyst specified. The product is Cc1ccc(Nc2cccnc2)cc1. The yield is 0.783. (4) The reactants are FC(F)(F)c1ccc(Br)cc1.Cc1ccc(N)cc1.O=S(=O)(O[Pd]1c2ccccc2-c2ccccc2N~1)C(F)(F)F.CC(C)c1cc(C(C)C)c(-c2ccccc2P(C2CCCCC2)C2CCCCC2)c(C(C)C)c1.CN(C)C(=NC(C)(C)C)N(C)C.Cc1ccon1. No catalyst specified. The product is Cc1ccc(Nc2ccc(C(F)(F)F)cc2)cc1. The yield is 0.437.